This data is from Full USPTO retrosynthesis dataset with 1.9M reactions from patents (1976-2016). The task is: Predict the reactants needed to synthesize the given product. (1) Given the product [OH:33][CH2:32][CH2:31][O:30][CH2:29][CH2:28][O:27][CH2:26][CH2:25][O:24][CH2:23][CH2:22][O:21][CH2:18][C:19]#[C:20][C:2]1[CH:3]=[C:4]([CH:15]=[CH:16][CH:17]=1)[C:5]([O:7][CH2:8][C:9]1[CH:14]=[CH:13][CH:12]=[CH:11][CH:10]=1)=[O:6], predict the reactants needed to synthesize it. The reactants are: I[C:2]1[CH:3]=[C:4]([CH:15]=[CH:16][CH:17]=1)[C:5]([O:7][CH2:8][C:9]1[CH:14]=[CH:13][CH:12]=[CH:11][CH:10]=1)=[O:6].[CH2:18]([O:21][CH2:22][CH2:23][O:24][CH2:25][CH2:26][O:27][CH2:28][CH2:29][O:30][CH2:31][CH2:32][OH:33])[C:19]#[CH:20].C(N(CC)CC)C. (2) Given the product [Cl:7][C:8]1[N:13]=[C:12]([N:14]([CH3:1])[C:15]2[CH:28]=[CH:27][C:18]3[C:19]([C:23]([NH:25][CH3:26])=[O:24])=[C:20]([CH3:22])[O:21][C:17]=3[CH:16]=2)[CH:11]=[CH:10][N:9]=1, predict the reactants needed to synthesize it. The reactants are: [C:1](=O)([O-])[O-].[K+].[K+].[Cl:7][C:8]1[N:13]=[C:12]([NH:14][C:15]2[CH:28]=[CH:27][C:18]3[C:19]([C:23]([NH:25][CH3:26])=[O:24])=[C:20]([CH3:22])[O:21][C:17]=3[CH:16]=2)[CH:11]=[CH:10][N:9]=1.CI. (3) Given the product [O:10]=[C:9]1[CH:8]=[CH:7][N:6]([C:11]2[CH:16]=[CH:15][CH:14]=[CH:13][CH:12]=2)[N:5]=[C:4]1[C:2]([C:17]1[CH:18]=[C:19]([NH:23][C:24](=[O:28])[O:25][CH2:26][CH3:27])[CH:20]=[CH:21][CH:22]=1)=[CH2:3], predict the reactants needed to synthesize it. The reactants are: O[C:2]([C:17]1[CH:18]=[C:19]([NH:23][C:24](=[O:28])[O:25][CH2:26][CH3:27])[CH:20]=[CH:21][CH:22]=1)([C:4]1[C:9](=[O:10])[CH:8]=[CH:7][N:6]([C:11]2[CH:16]=[CH:15][CH:14]=[CH:13][CH:12]=2)[N:5]=1)[CH3:3].C(O)(C(F)(F)F)=O. (4) The reactants are: NC1C=CC(C#N)=CC=1[N+]([O-])=O.[C:13]([C:15]1[CH:20]=[CH:19][C:18]([NH2:21])=[C:17]([NH2:22])[CH:16]=1)#[N:14].[Cl:23][C:24]1[CH:31]=[CH:30][C:29]([N+:32]([O-:34])=[O:33])=[CH:28][C:25]=1[CH:26]=O. Given the product [Cl:23][C:24]1[CH:31]=[CH:30][C:29]([N+:32]([O-:34])=[O:33])=[CH:28][C:25]=1[C:26]1[NH:21][C:18]2[CH:19]=[CH:20][C:15]([C:13]#[N:14])=[CH:16][C:17]=2[N:22]=1, predict the reactants needed to synthesize it.